Task: Predict the product of the given reaction.. Dataset: Forward reaction prediction with 1.9M reactions from USPTO patents (1976-2016) (1) Given the reactants [N+:1]([C:4]1[CH:5]=[C:6]([CH:10]=[CH:11][C:12]=1F)[C:7]([OH:9])=[O:8])([O-:3])=[O:2].[Cl:14][C:15]([C:28]1[CH:33]=[CH:32][CH:31]=[CH:30][CH:29]=1)([C:22]1[CH:27]=[CH:26][CH:25]=[CH:24][CH:23]=1)[C:16]1[CH:21]=[CH:20][CH:19]=[CH:18][CH:17]=1.[NH2:34][C:35]1[C:36]2[C:41]([N:42]=[C:43]3[C:48]=1[CH:47]=[CH:46][CH:45]=[CH:44]3)=[CH:40][CH:39]=[CH:38][CH:37]=2, predict the reaction product. The product is: [Cl:14][C:15]([C:16]1[CH:21]=[CH:20][CH:19]=[CH:18][CH:17]=1)([C:28]1[CH:29]=[CH:30][CH:31]=[CH:32][CH:33]=1)[C:22]1[CH:23]=[CH:24][CH:25]=[CH:26][CH:27]=1.[CH:47]1[C:48]2[C:43](=[N:42][C:41]3[C:36]([C:35]=2[NH:34][C:12]2[CH:11]=[CH:10][C:6]([C:7]([OH:9])=[O:8])=[CH:5][C:4]=2[N+:1]([O-:3])=[O:2])=[CH:37][CH:38]=[CH:39][CH:40]=3)[CH:44]=[CH:45][CH:46]=1. (2) Given the reactants [Br:1][C:2]1[C:3]([N:12]2[CH2:17][CH2:16][N:15]([CH2:18][C:19]3[CH:20]=[N:21][CH:22]=[CH:23][CH:24]=3)[CH2:14][CH2:13]2)=[C:4]([N+:9]([O-])=O)[C:5]([NH2:8])=[N:6][CH:7]=1.[N:25]1([CH2:31][C:32]2[CH:39]=[CH:38][C:35]([CH:36]=O)=[CH:34][CH:33]=2)[CH2:30][CH2:29][O:28][CH2:27][CH2:26]1.[O-]S(S([O-])=O)=O.[Na+].[Na+], predict the reaction product. The product is: [Br:1][C:2]1[C:3]([N:12]2[CH2:17][CH2:16][N:15]([CH2:18][C:19]3[CH:20]=[N:21][CH:22]=[CH:23][CH:24]=3)[CH2:14][CH2:13]2)=[C:4]2[N:9]=[C:36]([C:35]3[CH:34]=[CH:33][C:32]([CH2:31][N:25]4[CH2:30][CH2:29][O:28][CH2:27][CH2:26]4)=[CH:39][CH:38]=3)[NH:8][C:5]2=[N:6][CH:7]=1.